From a dataset of Full USPTO retrosynthesis dataset with 1.9M reactions from patents (1976-2016). Predict the reactants needed to synthesize the given product. Given the product [CH2:13]([C:12]1[C:8]2[CH:7]=[CH:6][CH:5]=[C:4]([C:1]([O:3][CH3:20])=[O:2])[C:9]=2[S:10][CH:11]=1)[CH3:14], predict the reactants needed to synthesize it. The reactants are: [C:1]([C:4]1[C:9]2[S:10][CH:11]=[C:12]([CH2:13][CH3:14])[C:8]=2[CH:7]=[CH:6][CH:5]=1)([OH:3])=[O:2].S(=O)(=O)(O)O.[CH3:20]O.